This data is from Reaction yield outcomes from USPTO patents with 853,638 reactions. The task is: Predict the reaction yield, written as a fraction of the theoretical maximum amount of product (1.0 means a 100% yield; for example, 0.34 means a 34% yield). (1) The catalyst is CC(C)=O. The product is [CH2:12]([O:9][C:3]1[CH:4]=[C:5]([F:8])[CH:6]=[CH:7][C:2]=1[Br:1])[CH:11]=[CH2:10]. The reactants are [Br:1][C:2]1[CH:7]=[CH:6][C:5]([F:8])=[CH:4][C:3]=1[OH:9].[CH2:10](Br)[CH:11]=[CH2:12].C([O-])([O-])=O.[K+].[K+]. The yield is 0.900. (2) The reactants are C(=O)([O-])[O-].[K+].[K+].[Si:7]([O:14][C@@H:15]1[N:21]([C:22]([O:24][CH2:25][C:26]2[CH:31]=[CH:30][C:29]([NH:32][C:33](=[O:50])[C@@H:34]([NH:36][C:37](=[O:49])[C@@H:38]([NH:42][C:43]([O:45][CH2:46][CH:47]=[CH2:48])=[O:44])[CH:39]([CH3:41])[CH3:40])[CH3:35])=[CH:28][CH:27]=2)=[O:23])[C:20]2[CH:51]=[C:52]([OH:57])[C:53]([O:55][CH3:56])=[CH:54][C:19]=2[C:18](=[O:58])[N:17]2[CH:59]=[C:60](/[CH:62]=[CH:63]/[CH3:64])[CH2:61][C@@H:16]12)([C:10]([CH3:13])([CH3:12])[CH3:11])([CH3:9])[CH3:8].[Si:65]([O:72][C@@H:73]1[N:79]([C:80]([O:82][CH2:83][CH:84]=[CH2:85])=[O:81])[C:78]2[CH:86]=[C:87]([O:92][CH2:93][CH2:94][CH2:95]I)[C:88]([O:90][CH3:91])=[CH:89][C:77]=2[C:76](=[O:97])[N:75]2[CH:98]=[C:99](/[CH:101]=[CH:102]/[CH3:103])[CH2:100][C@@H:74]12)([C:68]([CH3:71])([CH3:70])[CH3:69])([CH3:67])[CH3:66]. The catalyst is CC(C)=O. The product is [CH2:46]([O:45][C:43]([NH:42][C@H:38]([CH:39]([CH3:41])[CH3:40])[C:37]([NH:36][C@H:34]([CH3:35])[C:33]([NH:32][C:29]1[CH:28]=[CH:27][C:26]([CH2:25][O:24][C:22]([N:21]2[C:20]3[CH:51]=[C:52]([O:57][CH2:95][CH2:94][CH2:93][O:92][C:87]4[C:88]([O:90][CH3:91])=[CH:89][C:77]5[C:76](=[O:97])[N:75]6[CH:98]=[C:99](/[CH:101]=[CH:102]/[CH3:103])[CH2:100][C@H:74]6[C@H:73]([O:72][Si:65]([C:68]([CH3:71])([CH3:69])[CH3:70])([CH3:67])[CH3:66])[N:79]([C:80]([O:82][CH2:83][CH:84]=[CH2:85])=[O:81])[C:78]=5[CH:86]=4)[C:53]([O:55][CH3:56])=[CH:54][C:19]=3[C:18](=[O:58])[N:17]3[CH:59]=[C:60](/[CH:62]=[CH:63]/[CH3:64])[CH2:61][C@H:16]3[C@@H:15]2[O:14][Si:7]([C:10]([CH3:11])([CH3:12])[CH3:13])([CH3:8])[CH3:9])=[O:23])=[CH:31][CH:30]=1)=[O:50])=[O:49])=[O:44])[CH:47]=[CH2:48]. The yield is 0.350. (3) The reactants are [OH:1][CH:2]1[CH2:5][N:4]([C:6]2[O:7][CH:8]=[C:9]([C:11]([O:13][CH3:14])=[O:12])[N:10]=2)[CH2:3]1.[C:15]([SiH:19]([C:26]1[CH:31]=[CH:30][CH:29]=[CH:28][CH:27]=1)[C:20]1[CH:25]=[CH:24][CH:23]=[CH:22][CH:21]=1)([CH3:18])([CH3:17])[CH3:16].N1C=CN=C1.CO. The catalyst is CN(C)C=O. The product is [Si:19]([O:1][CH:2]1[CH2:5][N:4]([C:6]2[O:7][CH:8]=[C:9]([C:11]([O:13][CH3:14])=[O:12])[N:10]=2)[CH2:3]1)([C:15]([CH3:18])([CH3:17])[CH3:16])([C:26]1[CH:27]=[CH:28][CH:29]=[CH:30][CH:31]=1)[C:20]1[CH:25]=[CH:24][CH:23]=[CH:22][CH:21]=1. The yield is 0.850. (4) The reactants are N1C=CN=C1.[C:6]([Si:10](Cl)([C:17]1[CH:22]=[CH:21][CH:20]=[CH:19][CH:18]=1)[C:11]1[CH:16]=[CH:15][CH:14]=[CH:13][CH:12]=1)([CH3:9])([CH3:8])[CH3:7].Cl.[O:25]1[C:29]2=[CH:30][N:31]=[CH:32][CH:33]=[C:28]2[C:27](=[O:34])[CH2:26]1. The catalyst is ClCCl. The product is [Si:10]([O:34][C:27]1[C:28]2[C:29](=[CH:30][N:31]=[CH:32][CH:33]=2)[O:25][CH:26]=1)([C:6]([CH3:9])([CH3:8])[CH3:7])([C:17]1[CH:22]=[CH:21][CH:20]=[CH:19][CH:18]=1)[C:11]1[CH:16]=[CH:15][CH:14]=[CH:13][CH:12]=1. The yield is 0.940. (5) The reactants are [CH:1](=O)/[CH:2]=[CH:3]/[C:4]1[CH:9]=[CH:8][CH:7]=[CH:6][CH:5]=1.[C:11]([OH:16])(=[O:15])[C:12]([CH3:14])=[O:13].[OH-].[K+:18]. The catalyst is CO. The product is [O:13]=[C:12]([CH:14]=[CH:1][CH:2]=[CH:3][C:4]1[CH:9]=[CH:8][CH:7]=[CH:6][CH:5]=1)[C:11]([O-:16])=[O:15].[K+:18]. The yield is 0.610. (6) The reactants are C(OC([N:6]1[C:33]2[C:28](=[CH:29][CH:30]=[C:31]([Cl:34])[CH:32]=2)[C@:8]2([C@@H:13]([CH:14]3[CH2:19][CH2:18][CH2:17][CH2:16][CH2:15]3)[CH2:12][C:11](=[O:20])[NH:10][C@H:9]2[C:21]2[CH:26]=[CH:25][CH:24]=[C:23]([Cl:27])[CH:22]=2)[C:7]1=[O:35])=O)C.[OH-].[Na+]. The catalyst is CO. The product is [Cl:34][C:31]1[CH:32]=[C:33]2[NH:6][C:7](=[O:35])[C:8]3([CH:13]([CH:14]4[CH2:19][CH2:18][CH2:17][CH2:16][CH2:15]4)[CH2:12][C:11](=[O:20])[NH:10][CH:9]3[C:21]3[CH:26]=[CH:25][CH:24]=[C:23]([Cl:27])[CH:22]=3)[C:28]2=[CH:29][CH:30]=1. The yield is 0.290. (7) The reactants are Br[C:2]1[CH:3]=[N:4][N:5]([CH3:16])[C:6]=1[C:7]1[CH:8]=[C:9]([C:12]([O:14][CH3:15])=[O:13])[S:10][CH:11]=1.[CH3:17]B1OB(C)OB(C)O1.C([O-])([O-])=O.[K+].[K+]. The catalyst is CN(C)C=O.C1C=CC(P(C2C=CC=CC=2)[C-]2C=CC=C2)=CC=1.C1C=CC(P(C2C=CC=CC=2)[C-]2C=CC=C2)=CC=1.Cl[Pd]Cl.[Fe+2]. The product is [CH3:16][N:5]1[C:6]([C:7]2[CH:8]=[C:9]([C:12]([O:14][CH3:15])=[O:13])[S:10][CH:11]=2)=[C:2]([CH3:17])[CH:3]=[N:4]1. The yield is 0.760. (8) The reactants are [CH3:1][CH:2]([CH3:19])[CH2:3][C@H:4]([O:13][CH2:14][CH2:15][CH2:16][CH2:17][CH3:18])[C:5]([O:7]CCCCC)=[O:6].O.[OH-].[Li+]. The catalyst is C1COCC1.O.Cl. The product is [CH3:1][CH:2]([CH3:19])[CH2:3][C@H:4]([O:13][CH2:14][CH2:15][CH2:16][CH2:17][CH3:18])[C:5]([OH:7])=[O:6]. The yield is 0.740. (9) The reactants are [Cl:1][C:2]1[CH:3]=[C:4]([NH:9][C:10]2[C:19]3[C:14](=[CH:15][C:16]([O:23][CH2:24][CH2:25][O:26][CH3:27])=[C:17]([N+:20]([O-])=O)[CH:18]=3)[N:13]=[CH:12][N:11]=2)[CH:5]=[CH:6][C:7]=1[F:8]. The catalyst is C(O)(=O)C.[Fe]. The product is [Cl:1][C:2]1[CH:3]=[C:4]([NH:9][C:10]2[C:19]3[C:14](=[CH:15][C:16]([O:23][CH2:24][CH2:25][O:26][CH3:27])=[C:17]([NH2:20])[CH:18]=3)[N:13]=[CH:12][N:11]=2)[CH:5]=[CH:6][C:7]=1[F:8]. The yield is 0.552.